Dataset: Reaction yield outcomes from USPTO patents with 853,638 reactions. Task: Predict the reaction yield, written as a fraction of the theoretical maximum amount of product (1.0 means a 100% yield; for example, 0.34 means a 34% yield). (1) The reactants are [I:1][C:2]1[CH:3]=[C:4]2[C:8](=[CH:9][CH:10]=1)[NH:7][N:6]=[C:5]2[C:11]([N:13]([O:15][CH3:16])[CH3:14])=[O:12].[O:17]1[CH:22]=[CH:21][CH2:20][CH2:19][CH2:18]1.C([O-])(O)=O.[Na+]. The catalyst is C(Cl)Cl.CC1C=CC(S([O-])(=O)=O)=CC=1.C1C=C[NH+]=CC=1. The product is [I:1][C:2]1[CH:3]=[C:4]2[C:8](=[CH:9][CH:10]=1)[N:7]([CH:18]1[CH2:19][CH2:20][CH2:21][CH2:22][O:17]1)[N:6]=[C:5]2[C:11]([N:13]([O:15][CH3:16])[CH3:14])=[O:12]. The yield is 0.920. (2) The reactants are [C:1]1([CH2:7][NH:8][CH2:9][C:10]([OH:12])=[O:11])[CH:6]=[CH:5][CH:4]=[CH:3][CH:2]=1.C(N(CC)CC)C.[CH3:20][C:21]([O:24][C:25](O[C:25]([O:24][C:21]([CH3:23])([CH3:22])[CH3:20])=[O:26])=[O:26])([CH3:23])[CH3:22]. The catalyst is O.C1COCC1. The product is [CH3:20][C:21]([O:24][C:25]([N:8]([CH2:7][C:1]1[CH:6]=[CH:5][CH:4]=[CH:3][CH:2]=1)[CH2:9][C:10]([OH:12])=[O:11])=[O:26])([CH3:23])[CH3:22]. The yield is 0.920. (3) The reactants are [OH-].[K+].C[O:4][C:5]([CH:7]1[CH2:16][C:15]2[C:10](=[CH:11][C:12]([O:17][CH3:18])=[CH:13][CH:14]=2)[CH2:9][S:8]1)=[O:6].Cl. The catalyst is CO.O. The product is [CH3:18][O:17][C:12]1[CH:11]=[C:10]2[C:15]([CH2:16][CH:7]([C:5]([OH:6])=[O:4])[S:8][CH2:9]2)=[CH:14][CH:13]=1. The yield is 0.880. (4) The reactants are [F:1][C:2]([F:9])([F:8])[C:3]1[CH:7]=[CH:6][NH:5][N:4]=1.Cl[C:11]1[C:16]([Cl:17])=[CH:15][CH:14]=[CH:13][N:12]=1.CN(C)C=O.C(=O)([O-])[O-].[K+].[K+]. The catalyst is O. The product is [Cl:17][C:16]1[C:11]([N:5]2[CH:6]=[CH:7][C:3]([C:2]([F:9])([F:8])[F:1])=[N:4]2)=[N:12][CH:13]=[CH:14][CH:15]=1. The yield is 0.815.